This data is from Full USPTO retrosynthesis dataset with 1.9M reactions from patents (1976-2016). The task is: Predict the reactants needed to synthesize the given product. (1) Given the product [CH:23]1(/[CH:29]=[C:13](\[CH2:15][CH3:16])/[CH2:14][CH:2]([CH3:3])[C:1]([O:7][CH2:8][CH3:9])=[O:10])[CH2:28][CH2:27][CH2:26][CH2:25][CH2:24]1, predict the reactants needed to synthesize it. The reactants are: [C:1]([O:10]CC)([O:7][CH2:8][CH3:9])(OCC)[CH2:2][CH3:3].[CH2:13]([CH:15]([CH2:14][CH2:13][CH2:15][CH3:16])[C:16](O)=O)[CH3:14].[C:23]1([CH3:29])[CH:28]=[CH:27][CH:26]=[CH:25][CH:24]=1. (2) Given the product [CH2:11]([N:7]1[C:8]2[C:4](=[CH:3][C:2]([NH:1][S:47]([C:44]3[CH:43]=[CH:42][C:41]([O:40][C:39]([F:38])([F:51])[F:52])=[CH:46][CH:45]=3)(=[O:49])=[O:48])=[CH:10][CH:9]=2)[C:5]([C:23]2[CH:24]=[CH:25][CH:26]=[CH:27][CH:28]=2)=[C:6]1[C:18]([OH:20])=[O:19])[C:12]1[CH:13]=[CH:14][CH:15]=[CH:16][CH:17]=1, predict the reactants needed to synthesize it. The reactants are: [NH2:1][C:2]1[CH:3]=[C:4]2[C:8](=[CH:9][CH:10]=1)[N:7]([CH2:11][C:12]1[CH:17]=[CH:16][CH:15]=[CH:14][CH:13]=1)[C:6]([C:18]([O:20]CC)=[O:19])=[C:5]2[C:23]1[CH:28]=[CH:27][CH:26]=[CH:25][CH:24]=1.C(N(C(C)C)CC)(C)C.[F:38][C:39]([F:52])([F:51])[O:40][C:41]1[CH:46]=[CH:45][C:44]([S:47](Cl)(=[O:49])=[O:48])=[CH:43][CH:42]=1.O.[OH-].[Li+]. (3) Given the product [Cl:1][C:2]1[CH:3]=[C:4]([NH:9][C:10](=[O:19])[CH2:11][C:12]2[CH:17]=[CH:16][CH:15]=[C:14]([O:18][CH2:26][C:27]3[CH:32]=[CH:31][CH:30]=[CH:29][CH:28]=3)[CH:13]=2)[CH:5]=[CH:6][C:7]=1[Cl:8], predict the reactants needed to synthesize it. The reactants are: [Cl:1][C:2]1[CH:3]=[C:4]([NH:9][C:10](=[O:19])[CH2:11][C:12]2[CH:17]=[CH:16][CH:15]=[C:14]([OH:18])[CH:13]=2)[CH:5]=[CH:6][C:7]=1[Cl:8].C(=O)([O-])[O-].[K+].[K+].[CH2:26](Br)[C:27]1[CH:32]=[CH:31][CH:30]=[CH:29][CH:28]=1. (4) The reactants are: [CH2:1]([O:3][CH2:4][CH2:5][NH2:6])[CH3:2].C1(CN)CCCCC1.[O:15]=[C:16]1[C:24]2([CH2:28][O:27][C:26]3[CH:29]=[C:30]4[C:34](=[CH:35][C:25]2=3)[CH2:33][CH2:32][O:31]4)[C:23]2[C:18](=[CH:19][CH:20]=[CH:21][CH:22]=2)[N:17]1[CH2:36][C:37]1[CH:45]=[CH:44][C:40]([C:41](O)=[O:42])=[CH:39][CH:38]=1.O=C1C2(COC3C=C4C(=CC2=3)CCO4)C2C(=CC=CC=2)N1CC1C=C(C=CC=1)C(O)=O. Given the product [CH2:1]([O:3][CH2:4][CH2:5][NH:6][C:41](=[O:42])[C:40]1[CH:44]=[CH:45][C:37]([CH2:36][N:17]2[C:18]3[C:23](=[CH:22][CH:21]=[CH:20][CH:19]=3)[C:24]3([CH2:28][O:27][C:26]4[CH:29]=[C:30]5[C:34](=[CH:35][C:25]3=4)[CH2:33][CH2:32][O:31]5)[C:16]2=[O:15])=[CH:38][CH:39]=1)[CH3:2], predict the reactants needed to synthesize it. (5) Given the product [NH2:30][CH2:29][CH2:28][CH2:27][O:26][C:25]1[CH:38]=[CH:39][C:22]([CH:17]([N:16]([S:13]([C:10]2[CH:9]=[CH:8][C:7]([O:6][CH2:2][C:3]#[C:4][CH3:5])=[CH:12][CH:11]=2)(=[O:15])=[O:14])[CH3:40])[C:18]([NH:20][OH:21])=[O:19])=[CH:23][CH:24]=1, predict the reactants needed to synthesize it. The reactants are: Cl.[CH2:2]([O:6][C:7]1[CH:12]=[CH:11][C:10]([S:13]([N:16]([CH3:40])[CH:17]([C:22]2[CH:39]=[CH:38][C:25]([O:26][CH2:27][CH2:28][CH2:29][NH:30]C(=O)OC(C)(C)C)=[CH:24][CH:23]=2)[C:18]([NH:20][OH:21])=[O:19])(=[O:15])=[O:14])=[CH:9][CH:8]=1)[C:3]#[C:4][CH3:5]. (6) Given the product [C:4]([O:8][C:9]([N:11]1[CH2:15][CH:14]=[CH:13][C@@H:12]1[CH2:16][C:1]#[N:2])=[O:10])([CH3:7])([CH3:6])[CH3:5], predict the reactants needed to synthesize it. The reactants are: [C-:1]#[N:2].[Na+].[C:4]([O:8][C:9]([N:11]1[CH2:15][CH:14]=[CH:13][C@H:12]1[CH2:16]OS(C)(=O)=O)=[O:10])([CH3:7])([CH3:6])[CH3:5].ClCCl.O. (7) Given the product [OH:1][C:2]1[C:11]2[C:6](=[N:7][CH:8]=[C:9]([I:12])[CH:10]=2)[N:5]([CH3:13])[C:4](=[O:14])[C:3]=1[C:26](=[O:35])[CH2:17][CH2:18][C:30]([OH:32])=[O:31], predict the reactants needed to synthesize it. The reactants are: [OH:1][C:2]1[C:11]2[C:6](=[N:7][CH:8]=[C:9]([I:12])[CH:10]=2)[N:5]([CH3:13])[C:4](=[O:14])[CH:3]=1.Cl.O[C:17]1[C:26]2C(=NC=C(I)C=2)N(C)C(=O)[C:18]=1[C:30]([O:32]C)=[O:31].C(O)(C(F)(F)F)=[O:35].